From a dataset of Ames mutagenicity test results for genotoxicity prediction. Regression/Classification. Given a drug SMILES string, predict its toxicity properties. Task type varies by dataset: regression for continuous values (e.g., LD50, hERG inhibition percentage) or binary classification for toxic/non-toxic outcomes (e.g., AMES mutagenicity, cardiotoxicity, hepatotoxicity). Dataset: ames. The drug is Nc1cc(-c2ccncc2)cnc1O. The result is 0 (non-mutagenic).